Predict which catalyst facilitates the given reaction. From a dataset of Catalyst prediction with 721,799 reactions and 888 catalyst types from USPTO. (1) Reactant: [C:1]([OH:10])(=[O:9])[C@@H:2]([C@H:4]([C:6]([OH:8])=[O:7])[OH:5])[OH:3].[OH:11][C:12]([CH3:31])([CH3:30])[CH2:13][CH2:14][N:15]([CH2:25][CH:26]1[CH2:29][NH:28][CH2:27]1)[CH2:16][C:17]1[CH:22]=[CH:21][C:20]([Cl:23])=[CH:19][C:18]=1[Cl:24]. Product: [C:6]([C@@H:4]([C@H:2]([C:1]([OH:10])=[O:9])[OH:3])[OH:5])([OH:8])=[O:7].[OH:11][C:12]([CH3:31])([CH3:30])[CH2:13][CH2:14][N:15]([CH2:25][CH:26]1[CH2:29][NH:28][CH2:27]1)[CH2:16][C:17]1[CH:22]=[CH:21][C:20]([Cl:23])=[CH:19][C:18]=1[Cl:24]. The catalyst class is: 5. (2) Reactant: [Cl:1][C:2]1[CH:7]=[C:6]([Cl:8])[CH:5]=[CH:4][C:3]=1[C:9]1[N:10]=[C:11]([CH2:34][CH3:35])[C:12]([NH:17][C@H:18]2[C@H:22]([OH:23])[CH2:21][N:20]([C:24]([O:26][CH2:27][C:28]3[CH:33]=[CH:32][CH:31]=[CH:30][CH:29]=3)=[O:25])[CH2:19]2)=[N:13][C:14]=1[CH2:15][CH3:16].[N+:36]([C:39]1[CH:47]=[CH:46][C:42]([C:43](O)=[O:44])=[CH:41][CH:40]=1)([O-:38])=[O:37].C1(P(C2C=CC=CC=2)C2C=CC=CC=2)C=CC=CC=1.N(C(OC(C)(C)C)=O)=NC(OC(C)(C)C)=O.C(=O)(O)[O-].[Na+]. Product: [Cl:1][C:2]1[CH:7]=[C:6]([Cl:8])[CH:5]=[CH:4][C:3]=1[C:9]1[N:10]=[C:11]([CH2:34][CH3:35])[C:12]([NH:17][C@H:18]2[C@@H:22]([O:23][C:43](=[O:44])[C:42]3[CH:41]=[CH:40][C:39]([N+:36]([O-:38])=[O:37])=[CH:47][CH:46]=3)[CH2:21][N:20]([C:24]([O:26][CH2:27][C:28]3[CH:29]=[CH:30][CH:31]=[CH:32][CH:33]=3)=[O:25])[CH2:19]2)=[N:13][C:14]=1[CH2:15][CH3:16]. The catalyst class is: 7. (3) The catalyst class is: 10. Reactant: [Cl:1][C:2]1[C:11]([O:12][CH2:13][C@@H:14]2[CH2:16][O:15]2)=[C:10]2[C:5]([N:6]=[CH:7][C:8]([O:17][CH3:18])=[N:9]2)=[CH:4][CH:3]=1.[O:19]1[C:28]2[CH:27]=[C:26]([CH2:29][N:30]([CH:38]3[CH2:43][CH2:42][NH:41][CH2:40][CH2:39]3)[C:31](=[O:37])[O:32][C:33]([CH3:36])([CH3:35])[CH3:34])[N:25]=[CH:24][C:23]=2[O:22][CH2:21][CH2:20]1. Product: [Cl:1][C:2]1[C:11]([O:12][CH2:13][CH:14]([OH:15])[CH2:16][N:41]2[CH2:40][CH2:39][CH:38]([N:30]([CH2:29][C:26]3[N:25]=[CH:24][C:23]4[O:22][CH2:21][CH2:20][O:19][C:28]=4[CH:27]=3)[C:31](=[O:37])[O:32][C:33]([CH3:35])([CH3:36])[CH3:34])[CH2:43][CH2:42]2)=[C:10]2[C:5](=[CH:4][CH:3]=1)[N:6]=[CH:7][C:8]([O:17][CH3:18])=[N:9]2. (4) Reactant: I[C:2]1[N:6]2[CH:7]=[CH:8][C:9]([C:11]3[CH:16]=[CH:15][C:14]([O:17][CH:18]([CH3:20])[CH3:19])=[CH:13][CH:12]=3)=[CH:10][C:5]2=[N:4][CH:3]=1.[CH3:21][C:22]1[CH:27]=[C:26](B(O)O)[CH:25]=[CH:24][N:23]=1.[O-]P([O-])([O-])=O.[K+].[K+].[K+].CCOC(C)=O.O. Product: [CH:18]([O:17][C:14]1[CH:15]=[CH:16][C:11]([C:9]2[CH:8]=[CH:7][N:6]3[C:2]([C:26]4[CH:25]=[CH:24][N:23]=[C:22]([CH3:21])[CH:27]=4)=[CH:3][N:4]=[C:5]3[CH:10]=2)=[CH:12][CH:13]=1)([CH3:20])[CH3:19]. The catalyst class is: 587. (5) Reactant: [CH2:1]([OH:19])[CH2:2][CH2:3][CH2:4][CH2:5][CH2:6][CH2:7][CH2:8][CH2:9][CH2:10][CH2:11][CH2:12][CH2:13][CH2:14][CH2:15][CH2:16][CH2:17][CH3:18].[C:20]12[C:26](=[CH:27][CH:28]=[CH:29][CH:30]=1)[NH:25]C(=O)O[C:21]2=[O:22].N12CCN(CC1)CC2.CO. Product: [C:21]([O:19][CH2:1][CH2:2][CH2:3][CH2:4][CH2:5][CH2:6][CH2:7][CH2:8][CH2:9][CH2:10][CH2:11][CH2:12][CH2:13][CH2:14][CH2:15][CH2:16][CH2:17][CH3:18])(=[O:22])[C:20]1[C:26](=[CH:27][CH:28]=[CH:29][CH:30]=1)[NH2:25]. The catalyst class is: 9.